From a dataset of Forward reaction prediction with 1.9M reactions from USPTO patents (1976-2016). Predict the product of the given reaction. (1) Given the reactants [CH3:1][C:2]1([CH3:10])[O:9][C:7](=[O:8])[CH2:6][C:4](=[O:5])[O:3]1.[OH:11][C:12]1[CH:19]=[CH:18][C:15]([CH:16]=O)=[CH:14][CH:13]=1, predict the reaction product. The product is: [OH:11][C:12]1[CH:19]=[CH:18][C:15]([CH:16]=[C:6]2[C:7](=[O:8])[O:9][C:2]([CH3:10])([CH3:1])[O:3][C:4]2=[O:5])=[CH:14][CH:13]=1. (2) Given the reactants [C:1]1([C:7]2[N:12]3[N:13]=[C:14]([NH:16][C:17]4[CH:25]=[CH:24][C:20]([C:21](O)=[O:22])=[CH:19][CH:18]=4)[N:15]=[C:11]3[CH:10]=[CH:9][CH:8]=2)[CH:6]=[CH:5][CH:4]=[CH:3][CH:2]=1.[NH2:26][CH:27]1[CH2:32][CH2:31][N:30]([C:33]([O:35][C:36]([CH3:39])([CH3:38])[CH3:37])=[O:34])[CH2:29][CH2:28]1.CN(C(ON1N=NC2C=CC=NC1=2)=[N+](C)C)C.F[P-](F)(F)(F)(F)F.CN1CCOCC1, predict the reaction product. The product is: [C:1]1([C:7]2[N:12]3[N:13]=[C:14]([NH:16][C:17]4[CH:18]=[CH:19][C:20]([C:21]([NH:26][CH:27]5[CH2:28][CH2:29][N:30]([C:33]([O:35][C:36]([CH3:39])([CH3:38])[CH3:37])=[O:34])[CH2:31][CH2:32]5)=[O:22])=[CH:24][CH:25]=4)[N:15]=[C:11]3[CH:10]=[CH:9][CH:8]=2)[CH:2]=[CH:3][CH:4]=[CH:5][CH:6]=1. (3) Given the reactants Cl.[CH3:2][N:3]1[C:18]2[C:13](=[CH:14][CH:15]=[CH:16][CH:17]=2)[C:5]([CH2:6][C@@H:7]([C:9]([O:11][CH3:12])=[O:10])[NH2:8])=[CH:4]1.C(N(CC)CC)C.[C:26]([O:29][C:30]1[CH:40]=[CH:39][CH:38]=[CH:37][C:31]=1[CH:32]=[CH:33][C:34](O)=[O:35])(=[O:28])[CH3:27].CCN=C=NCCCN(C)C.Cl, predict the reaction product. The product is: [C:26]([O:29][C:30]1[CH:40]=[CH:39][CH:38]=[CH:37][C:31]=1[CH:32]=[CH:33][C:34]([NH:8][C@H:7]([C:9]([O:11][CH3:12])=[O:10])[CH2:6][C:5]1[C:13]2[C:18](=[CH:17][CH:16]=[CH:15][CH:14]=2)[N:3]([CH3:2])[CH:4]=1)=[O:35])(=[O:28])[CH3:27]. (4) Given the reactants [NH2:1][C:2]1[CH:7]=[CH:6][CH:5]=[CH:4][CH:3]=1.[Cl:8][C:9]1[CH:14]=[CH:13][CH:12]=[CH:11][C:10]=1[CH2:15][N:16]1[C:21](=[O:22])[C:20]([C:23]([NH:25][CH2:26][C:27]([O:29]CC)=[O:28])=[O:24])=[C:19]([OH:32])[C:18]([C:33](OC)=[O:34])=[C:17]1[OH:37], predict the reaction product. The product is: [Cl:8][C:9]1[CH:14]=[CH:13][CH:12]=[CH:11][C:10]=1[CH2:15][N:16]1[C:17]([OH:37])=[C:18]([C:33]([NH:1][C:2]2[CH:7]=[CH:6][CH:5]=[CH:4][CH:3]=2)=[O:34])[C:19]([OH:32])=[C:20]([C:23]([NH:25][CH2:26][C:27]([OH:29])=[O:28])=[O:24])[C:21]1=[O:22]. (5) Given the reactants [CH2:1]([N:4]1[C:8]([CH2:9][S:10][C:11]2[CH:16]=[CH:15][C:14]([NH2:17])=[CH:13][CH:12]=2)=[CH:7][N:6]=[CH:5]1)[CH2:2][CH3:3].C1C=C2C=CC3OP(O)(=O)[O:38]C4C=CC5C(C=4C=3C2=CC=1)=CC=CC=5.OO, predict the reaction product. The product is: [CH2:1]([N:4]1[C:8]([CH2:9][S:10]([C:11]2[CH:12]=[CH:13][C:14]([NH2:17])=[CH:15][CH:16]=2)=[O:38])=[CH:7][N:6]=[CH:5]1)[CH2:2][CH3:3]. (6) Given the reactants [CH3:1][C:2]1[CH:6]=[C:5]([NH2:7])[N:4]([C:8]2[CH:13]=[CH:12][CH:11]=[CH:10][C:9]=2[C:14]([F:17])([F:16])[F:15])[N:3]=1.FC(F)(F)C1C=CC=CC=1NN.[CH3:30][O:31][C:32](=[O:40])[C:33]1[CH:38]=[CH:37][CH:36]=[CH:35][C:34]=1Br.C(=O)([O-])[O-].[Cs+].[Cs+], predict the reaction product. The product is: [CH3:30][O:31][C:32](=[O:40])[C:33]1[CH:38]=[CH:37][CH:36]=[CH:35][C:34]=1[NH:7][C:5]1[N:4]([C:8]2[CH:13]=[CH:12][CH:11]=[CH:10][C:9]=2[C:14]([F:15])([F:17])[F:16])[N:3]=[C:2]([CH3:1])[CH:6]=1.